From a dataset of Reaction yield outcomes from USPTO patents with 853,638 reactions. Predict the reaction yield, written as a fraction of the theoretical maximum amount of product (1.0 means a 100% yield; for example, 0.34 means a 34% yield). (1) The reactants are [Cl:1][C:2]1[N:7]=[C:6](Cl)[C:5]([Cl:9])=[CH:4][N:3]=1.[NH2:10][C:11]1[CH:12]=[CH:13][C:14]([F:25])=[C:15]([NH:17][C:18](=[O:24])[O:19][C:20]([CH3:23])([CH3:22])[CH3:21])[CH:16]=1.CCN(C(C)C)C(C)C. The catalyst is C(O)CCC. The product is [Cl:1][C:2]1[N:7]=[C:6]([NH:10][C:11]2[CH:12]=[CH:13][C:14]([F:25])=[C:15]([NH:17][C:18](=[O:24])[O:19][C:20]([CH3:21])([CH3:22])[CH3:23])[CH:16]=2)[C:5]([Cl:9])=[CH:4][N:3]=1. The yield is 0.540. (2) The yield is 0.640. The reactants are [CH2:1]([N:3]1[C:8](=[O:9])[CH2:7][C:6](=[O:10])[N:5]([CH2:11][C:12]2[CH:17]=[CH:16][CH:15]=[CH:14][CH:13]=2)[C:4]1=[O:18])[CH3:2].C(N(C(C)C)CC)(C)C.[N:28]([CH2:31][C:32]([O:34]CC)=[O:33])=[C:29]=[O:30]. The catalyst is C(Cl)(Cl)Cl. The product is [CH2:1]([N:3]1[C:8]([OH:9])=[C:7]([C:29]([NH:28][CH2:31][C:32]([OH:34])=[O:33])=[O:30])[C:6](=[O:10])[N:5]([CH2:11][C:12]2[CH:17]=[CH:16][CH:15]=[CH:14][CH:13]=2)[C:4]1=[O:18])[CH3:2]. (3) The reactants are [Br:1][C:2]1[CH:3]=[CH:4][C:5]([Cl:10])=[C:6]([CH:9]=1)[CH2:7][OH:8].N1C=CN=C1.[C:16]([Si:20]([CH3:23])([CH3:22])Cl)([CH3:19])([CH3:18])[CH3:17]. The catalyst is CN(C=O)C.O. The product is [Br:1][C:2]1[CH:3]=[CH:4][C:5]([Cl:10])=[C:6]([CH:9]=1)[CH2:7][O:8][Si:20]([C:16]([CH3:19])([CH3:18])[CH3:17])([CH3:23])[CH3:22]. The yield is 0.960. (4) The reactants are [H-].[Na+].[OH:3][CH2:4][CH2:5][N:6]1[C:10](=[O:11])[C:9]2=[CH:12][CH:13]=[CH:14][CH:15]=[C:8]2[C:7]1=[O:16].[Br:17][C:18]1[CH:19]=[CH:20][C:21]2[N:22]([CH2:32][CH:33]3[CH2:35][O:34]3)[C:23]3[C:28]([C:29]=2[CH:30]=1)=[CH:27][C:26]([Br:31])=[CH:25][CH:24]=3. The catalyst is C1COCC1.CCOC(C)=O. The product is [Br:17][C:18]1[CH:19]=[CH:20][C:21]2[N:22]([CH2:32][CH:33]([OH:34])[CH2:35][O:3][CH2:4][CH2:5][N:6]3[C:10](=[O:11])[C:9]4[C:8](=[CH:15][CH:14]=[CH:13][CH:12]=4)[C:7]3=[O:16])[C:23]3[C:28]([C:29]=2[CH:30]=1)=[CH:27][C:26]([Br:31])=[CH:25][CH:24]=3. The yield is 0.440.